Dataset: Reaction yield outcomes from USPTO patents with 853,638 reactions. Task: Predict the reaction yield, written as a fraction of the theoretical maximum amount of product (1.0 means a 100% yield; for example, 0.34 means a 34% yield). (1) The reactants are [C:1]([O:4][CH2:5][C:6]1[C:7]([N:21]2[CH2:32][CH2:31][N:30]3[C:23](=[CH:24][C:25]4[CH2:26][C:27]([CH3:34])([CH3:33])[CH2:28][C:29]=43)[C:22]2=[O:35])=[N:8][CH:9]=[CH:10][C:11]=1B1OC(C)(C)C(C)(C)O1)(=[O:3])[CH3:2].Br[C:37]1[CH:38]=[C:39]([NH:45][C:46]2[N:51]=[CH:50][C:49]([N:52]3[CH2:57][CH2:56][N:55]([C:58]([O:60][C:61]([CH3:64])([CH3:63])[CH3:62])=[O:59])[CH2:54][CH2:53]3)=[CH:48][CH:47]=2)[C:40](=[O:44])[N:41]([CH3:43])[CH:42]=1.[O-]P([O-])([O-])=O.[K+].[K+].[K+].C([O-])(=O)C.[Na+]. The catalyst is C1C=CC(P(C2C=CC=CC=2)[C-]2C=CC=C2)=CC=1.C1C=CC(P(C2C=CC=CC=2)[C-]2C=CC=C2)=CC=1.Cl[Pd]Cl.[Fe+2].C(#N)C.O. The product is [C:1]([O:4][CH2:5][C:6]1[C:7]([N:21]2[CH2:32][CH2:31][N:30]3[C:23](=[CH:24][C:25]4[CH2:26][C:27]([CH3:34])([CH3:33])[CH2:28][C:29]=43)[C:22]2=[O:35])=[N:8][CH:9]=[CH:10][C:11]=1[C:37]1[CH:38]=[C:39]([NH:45][C:46]2[N:51]=[CH:50][C:49]([N:52]3[CH2:53][CH2:54][N:55]([C:58]([O:60][C:61]([CH3:64])([CH3:63])[CH3:62])=[O:59])[CH2:56][CH2:57]3)=[CH:48][CH:47]=2)[C:40](=[O:44])[N:41]([CH3:43])[CH:42]=1)(=[O:3])[CH3:2]. The yield is 0.610. (2) The reactants are [N+:1]([C:4]1[CH:10]=[CH:9][CH:8]=[C:7]([N+:11]([O-:13])=[O:12])[C:5]=1[NH2:6])([O-:3])=[O:2].[Br:14]Br.O. The catalyst is C(O)(=O)C. The product is [Br:14][C:9]1[CH:10]=[C:4]([N+:1]([O-:3])=[O:2])[C:5]([NH2:6])=[C:7]([N+:11]([O-:13])=[O:12])[CH:8]=1. The yield is 0.950. (3) The reactants are [Cl:1][C:2]1[C:3]2[N:4]([CH:8]=[C:9]([CH3:11])[N:10]=2)[CH:5]=[CH:6][N:7]=1.[Br:12]N1C(=O)CCC1=O. The catalyst is C(Cl)Cl. The product is [Br:12][C:8]1[N:4]2[CH:5]=[CH:6][N:7]=[C:2]([Cl:1])[C:3]2=[N:10][C:9]=1[CH3:11]. The yield is 0.750. (4) The reactants are [CH3:1][NH2:2].[CH2:3]([O:5][C:6]1[C:13]([O:14][C:15]([F:18])([F:17])[F:16])=[CH:12][CH:11]=[CH:10][C:7]=1[CH:8]=O)[CH3:4].[BH4-].[Na+]. The catalyst is CO. The product is [CH2:3]([O:5][C:6]1[C:13]([O:14][C:15]([F:18])([F:17])[F:16])=[CH:12][CH:11]=[CH:10][C:7]=1[CH2:8][CH2:1][NH2:2])[CH3:4]. The yield is 0.580. (5) The reactants are Cl.[NH2:2][CH2:3][CH2:4][NH:5][C:6](=[O:28])[CH2:7][CH2:8]/[CH:9]=[CH:10]\[CH2:11]/[CH:12]=[CH:13]\[CH2:14]/[CH:15]=[CH:16]\[CH2:17]/[CH:18]=[CH:19]\[CH2:20]/[CH:21]=[CH:22]\[CH2:23]/[CH:24]=[CH:25]\[CH2:26][CH3:27].[C:29](O)(=[O:49])[CH2:30][CH2:31][CH2:32]/[CH:33]=[CH:34]\[CH2:35]/[CH:36]=[CH:37]\[CH2:38]/[CH:39]=[CH:40]\[CH2:41]/[CH:42]=[CH:43]\[CH2:44]/[CH:45]=[CH:46]\[CH2:47][CH3:48].CN(C(ON1N=NC2C=CC=NC1=2)=[N+](C)C)C.F[P-](F)(F)(F)(F)F.CCN(C(C)C)C(C)C. The catalyst is CC#N. The product is [C:29]([NH:2][CH2:3][CH2:4][NH:5][C:6](=[O:28])[CH2:7][CH2:8]/[CH:9]=[CH:10]\[CH2:11]/[CH:12]=[CH:13]\[CH2:14]/[CH:15]=[CH:16]\[CH2:17]/[CH:18]=[CH:19]\[CH2:20]/[CH:21]=[CH:22]\[CH2:23]/[CH:24]=[CH:25]\[CH2:26][CH3:27])(=[O:49])[CH2:30][CH2:31][CH2:32]/[CH:33]=[CH:34]\[CH2:35]/[CH:36]=[CH:37]\[CH2:38]/[CH:39]=[CH:40]\[CH2:41]/[CH:42]=[CH:43]\[CH2:44]/[CH:45]=[CH:46]\[CH2:47][CH3:48]. The yield is 0.810.